From a dataset of Catalyst prediction with 721,799 reactions and 888 catalyst types from USPTO. Predict which catalyst facilitates the given reaction. Reactant: [CH3:1][O:2][C:3]1[CH:4]=[C:5]2[C:10](=[CH:11][CH:12]=1)[CH:9]=[C:8]([CH2:13][CH2:14][CH2:15][C:16]1[O:20][N:19]=[C:18]([C:21]([OH:23])=O)[CH:17]=1)[CH:7]=[CH:6]2.Cl.[O:25]1[CH2:29][CH2:28][CH:27]([CH2:30][NH2:31])[CH2:26]1.C(N(CC)CC)C.ON1C2C=CC=CC=2N=N1.Cl.C(N=C=NCCCN(C)C)C. Product: [O:25]1[CH2:29][CH2:28][CH:27]([CH2:30][NH:31][C:21]([C:18]2[CH:17]=[C:16]([CH2:15][CH2:14][CH2:13][C:8]3[CH:7]=[CH:6][C:5]4[C:10](=[CH:11][CH:12]=[C:3]([O:2][CH3:1])[CH:4]=4)[CH:9]=3)[O:20][N:19]=2)=[O:23])[CH2:26]1. The catalyst class is: 22.